This data is from Catalyst prediction with 721,799 reactions and 888 catalyst types from USPTO. The task is: Predict which catalyst facilitates the given reaction. (1) Reactant: [C:1]([C:3]1[C:8]([N:9]2[CH2:14][CH2:13][C:12](=[CH:15][C:16]#[C:17][Si](C)(C)C)[CH2:11][CH2:10]2)=[N:7][CH:6]=[CH:5][N:4]=1)#[N:2].I[C:23]1[CH:28]=[CH:27][CH:26]=[CH:25][C:24]=1[OH:29].[F-].C([N+](CCCC)(CCCC)CCCC)CCC.O.O.O.O.C([O-])(=O)C.[Na+]. Product: [C:1]([C:3]1[C:8]([N:9]2[CH2:14][CH2:13][C:12](=[CH:15][C:16]3[O:29][C:24]4[CH:25]=[CH:26][CH:27]=[CH:28][C:23]=4[CH:17]=3)[CH2:11][CH2:10]2)=[N:7][CH:6]=[CH:5][N:4]=1)#[N:2]. The catalyst class is: 455. (2) Reactant: [Cl:1][C:2]1[CH:25]=[CH:24][C:5]([CH2:6][NH:7][C:8]([C:10]2[C:11](=[O:23])[C:12]3[S:19][C:18]([CH2:20]Cl)=[C:17]([CH3:22])[C:13]=3[N:14]([CH3:16])[CH:15]=2)=[O:9])=[CH:4][CH:3]=1.[CH3:26][NH:27][CH2:28][CH2:29][OH:30].C(N(C(C)C)CC)(C)C. Product: [Cl:1][C:2]1[CH:3]=[CH:4][C:5]([CH2:6][NH:7][C:8]([C:10]2[C:11](=[O:23])[C:12]3[S:19][C:18]([CH2:20][N:27]([CH2:28][CH2:29][OH:30])[CH3:26])=[C:17]([CH3:22])[C:13]=3[N:14]([CH3:16])[CH:15]=2)=[O:9])=[CH:24][CH:25]=1. The catalyst class is: 18. (3) Reactant: [CH3:1][CH:2]([C:4]1[N:8]([CH2:9][CH2:10][C@@H:11]([OH:19])[CH2:12][C@@H:13]([OH:18])[CH2:14][C:15]([OH:17])=[O:16])[C:7]([C:20]2[CH:21]=[CH:22][C:23]([F:26])=[CH:24][CH:25]=2)=[C:6]([C:27]2[CH:28]=[CH:29][CH:30]=[CH:31][CH:32]=2)[C:5]=1[C:33]([NH:35][C:36]1[CH:37]=[CH:38][CH:39]=[CH:40][CH:41]=1)=[O:34])[CH3:3]. Product: [CH3:3][CH:2]([C:4]1[N:8]([CH2:9][CH2:10][C@@H:11]([OH:19])[CH2:12][C@@H:13]([OH:18])[CH2:14][C:15]([OH:17])=[O:16])[C:7]([C:20]2[CH:25]=[CH:24][C:23]([F:26])=[CH:22][CH:21]=2)=[C:6]([C:27]2[CH:32]=[CH:31][CH:30]=[CH:29][CH:28]=2)[C:5]=1[C:33]([NH:35][C:36]1[CH:41]=[CH:40][CH:39]=[CH:38][CH:37]=1)=[O:34])[CH3:1].[CH2:9]([NH:8][CH2:7][CH2:6][C:27]1[CH:32]=[CH:31][CH:30]=[CH:29][CH:28]=1)[C:10]1[CH:11]=[CH:12][CH:13]=[CH:14][CH:15]=1. The catalyst class is: 41. (4) Reactant: Br[C:2]1[CH:3]=[C:4]2[CH:10]=[CH:9][NH:8][C:5]2=[N:6][CH:7]=1.[CH3:11][S:12]([O-:14])=[O:13].[Na+].N1CCC[C@H]1C(O)=O.[OH-].[Na+].N. Product: [CH3:11][S:12]([C:2]1[CH:3]=[C:4]2[CH:10]=[CH:9][NH:8][C:5]2=[N:6][CH:7]=1)(=[O:14])=[O:13]. The catalyst class is: 156.